This data is from Forward reaction prediction with 1.9M reactions from USPTO patents (1976-2016). The task is: Predict the product of the given reaction. (1) Given the reactants O=[C:2]1[C:10]2[CH:9]=[CH:8][CH:7]=[C:6]([C:11]([OH:13])=[O:12])[C:5]=2[CH2:4][CH2:3]1.Cl.[Br:15][C:16]1[CH:21]=[CH:20][C:19]([NH:22]N)=[CH:18][CH:17]=1, predict the reaction product. The product is: [Br:15][C:16]1[CH:21]=[CH:20][C:19]2[NH:22][C:2]3[C:10]4[CH:9]=[CH:8][CH:7]=[C:6]([C:11]([OH:13])=[O:12])[C:5]=4[CH2:4][C:3]=3[C:18]=2[CH:17]=1. (2) Given the reactants [NH2:1][CH2:2][C:3]([N:5]([CH3:7])[CH3:6])=[O:4].C(N(CC)CC)C.[CH3:15][S:16](Cl)(=[O:18])=[O:17], predict the reaction product. The product is: [CH3:6][N:5]([CH3:7])[C:3](=[O:4])[CH2:2][NH:1][S:16]([CH3:15])(=[O:18])=[O:17]. (3) Given the reactants O1C2CCCC([NH2:10])C=2C=C1.[CH3:11][O:12][C:13]1[CH:22]=[C:21]2[C:16]([CH2:17][CH2:18][CH:19]=[CH:20]2)=[CH:15][CH:14]=1, predict the reaction product. The product is: [CH3:11][O:12][C:13]1[CH:22]=[C:21]2[C:16]([CH2:17][CH2:18][CH2:19][CH:20]2[NH2:10])=[CH:15][CH:14]=1. (4) Given the reactants [NH2:1][C:2]1[CH:3]=[C:4]([CH:14]=[CH:15][C:16]=1[O:17][CH3:18])[C:5]([NH:7][C:8]1[CH:13]=[CH:12][CH:11]=[CH:10][CH:9]=1)=[O:6].[F:19][C:20]([F:35])([F:34])[C:21]1[CH:22]=[C:23]([N:31]=[C:32]=[S:33])[CH:24]=[C:25]([C:27]([F:30])([F:29])[F:28])[CH:26]=1, predict the reaction product. The product is: [F:19][C:20]([F:34])([F:35])[C:21]1[CH:22]=[C:23]([NH:31][C:32](=[S:33])[NH:1][C:2]2[CH:3]=[C:4]([CH:14]=[CH:15][C:16]=2[O:17][CH3:18])[C:5]([NH:7][C:8]2[CH:13]=[CH:12][CH:11]=[CH:10][CH:9]=2)=[O:6])[CH:24]=[C:25]([C:27]([F:29])([F:30])[F:28])[CH:26]=1. (5) Given the reactants [Br:1][C:2]1[CH:10]=[C:9]2[C:5]([CH:6]=[N:7][NH:8]2)=[CH:4][C:3]=1[CH3:11].[H-].[Na+].CI.[CH3:16]C(=O)OCC.[Cl-].[Na+].O, predict the reaction product. The product is: [Br:1][C:2]1[CH:10]=[C:9]2[C:5]([CH:6]=[N:7][N:8]2[CH3:16])=[CH:4][C:3]=1[CH3:11].[Br:1][C:2]1[C:3]([CH3:11])=[CH:4][C:5]2[C:9]([CH:10]=1)=[N:8][N:7]([CH3:16])[CH:6]=2. (6) The product is: [F:1][C:2]1[C:3]([C:13]2[CH:18]=[CH:17][C:16]([C:19]([F:20])([F:21])[F:22])=[CH:15][CH:14]=2)=[CH:4][CH:5]=[C:6]([CH:8]([CH3:12])[C:9]([O:11][CH3:28])=[O:10])[CH:7]=1. Given the reactants [F:1][C:2]1[CH:7]=[C:6]([CH:8]([CH3:12])[C:9]([OH:11])=[O:10])[CH:5]=[CH:4][C:3]=1[C:13]1[CH:18]=[CH:17][C:16]([C:19]([F:22])([F:21])[F:20])=[CH:15][CH:14]=1.S(=O)(=O)(O)O.[CH3:28]O, predict the reaction product. (7) Given the reactants [Cl:1][C:2]1[C:3]([Cl:11])=[N:4][CH:5]=[C:6]([CH:10]=1)[C:7]([OH:9])=[O:8].[CH:12](O)([CH3:14])[CH3:13], predict the reaction product. The product is: [CH:12]([O:8][C:7](=[O:9])[C:6]1[CH:10]=[C:2]([Cl:1])[C:3]([Cl:11])=[N:4][CH:5]=1)([CH3:14])[CH3:13]. (8) Given the reactants [OH-:1].[K+].[S:3]1[CH2:8][CH2:7][CH:6]([OH:9])[CH2:5][S:4]1.[CH2:10](Br)[C:11]#[CH:12], predict the reaction product. The product is: [CH2:10]([O:9][CH:6]1[CH2:5][S:4][S:3][CH2:8][CH:7]1[OH:1])[C:11]#[CH:12].